This data is from Forward reaction prediction with 1.9M reactions from USPTO patents (1976-2016). The task is: Predict the product of the given reaction. Given the reactants [CH3:1][C:2]1[N:3]=[C:4]([N:12]2[CH2:15][CH:14]([NH:16][CH3:17])[CH2:13]2)[S:5][C:6]=1[C:7]([O:9][CH2:10][CH3:11])=[O:8].[Cl:18][C:19]1[N:20]=[C:21]([C:26]([OH:28])=O)[NH:22][C:23]=1[CH2:24][CH3:25].CCN=C=NCCCN(C)C.Cl.ON1C2C=CC=CC=2N=N1.CN1CCOCC1, predict the reaction product. The product is: [Cl:18][C:19]1[N:20]=[C:21]([C:26]([N:16]([CH3:17])[CH:14]2[CH2:13][N:12]([C:4]3[S:5][C:6]([C:7]([O:9][CH2:10][CH3:11])=[O:8])=[C:2]([CH3:1])[N:3]=3)[CH2:15]2)=[O:28])[NH:22][C:23]=1[CH2:24][CH3:25].